From a dataset of NCI-60 drug combinations with 297,098 pairs across 59 cell lines. Regression. Given two drug SMILES strings and cell line genomic features, predict the synergy score measuring deviation from expected non-interaction effect. (1) Drug 1: CCCCC(=O)OCC(=O)C1(CC(C2=C(C1)C(=C3C(=C2O)C(=O)C4=C(C3=O)C=CC=C4OC)O)OC5CC(C(C(O5)C)O)NC(=O)C(F)(F)F)O. Drug 2: C1CN(CCN1C(=O)CCBr)C(=O)CCBr. Cell line: SK-MEL-28. Synergy scores: CSS=71.6, Synergy_ZIP=-3.91, Synergy_Bliss=-5.18, Synergy_Loewe=-2.99, Synergy_HSA=-1.71. (2) Drug 1: CC1=C(C=C(C=C1)C(=O)NC2=CC(=CC(=C2)C(F)(F)F)N3C=C(N=C3)C)NC4=NC=CC(=N4)C5=CN=CC=C5. Drug 2: CC1=C(N=C(N=C1N)C(CC(=O)N)NCC(C(=O)N)N)C(=O)NC(C(C2=CN=CN2)OC3C(C(C(C(O3)CO)O)O)OC4C(C(C(C(O4)CO)O)OC(=O)N)O)C(=O)NC(C)C(C(C)C(=O)NC(C(C)O)C(=O)NCCC5=NC(=CS5)C6=NC(=CS6)C(=O)NCCC[S+](C)C)O. Cell line: RPMI-8226. Synergy scores: CSS=6.84, Synergy_ZIP=-3.54, Synergy_Bliss=-4.50, Synergy_Loewe=-3.66, Synergy_HSA=-4.28.